This data is from Forward reaction prediction with 1.9M reactions from USPTO patents (1976-2016). The task is: Predict the product of the given reaction. (1) Given the reactants [NH:1]1[CH2:6][CH2:5][CH2:4][C@@H:3]([N:7]2[C:11]3[CH:12]=[CH:13][CH:14]=[CH:15][C:10]=3[N:9]=[C:8]2[C@@H:16]([NH:18][C:19]2[N:27]=[CH:26][N:25]=[C:24]3[C:20]=2[N:21]=[CH:22][NH:23]3)[CH3:17])[CH2:2]1.[CH3:28][N:29]([CH2:31][C:32](O)=[O:33])[CH3:30].C1C=NC2N(O)N=NC=2C=1.Cl.CN(C)CCCN=C=NCC.CN1CCOCC1, predict the reaction product. The product is: [N:27]1[C:19]([NH:18][C@H:16]([C:8]2[N:7]([C@@H:3]3[CH2:4][CH2:5][CH2:6][N:1]([C:32](=[O:33])[CH2:31][N:29]([CH3:30])[CH3:28])[CH2:2]3)[C:11]3[CH:12]=[CH:13][CH:14]=[CH:15][C:10]=3[N:9]=2)[CH3:17])=[C:20]2[C:24]([NH:23][CH:22]=[N:21]2)=[N:25][CH:26]=1. (2) Given the reactants [NH2:1][C:2]1[C:7]([C:8]#[N:9])=[C:6]([O:10][CH2:11][CH3:12])[N:5]=[C:4]([C:13]([NH:15][CH2:16][C:17]2([O:23][CH3:24])[CH2:22][CH2:21][NH:20][CH2:19][CH2:18]2)=[O:14])[CH:3]=1.[N:25]1[CH:30]=[CH:29][CH:28]=[CH:27][C:26]=1[C:31]1[S:32][C:33]([CH:36]=O)=[CH:34][N:35]=1, predict the reaction product. The product is: [NH2:1][C:2]1[C:7]([C:8]#[N:9])=[C:6]([O:10][CH2:11][CH3:12])[N:5]=[C:4]([C:13]([NH:15][CH2:16][C:17]2([O:23][CH3:24])[CH2:18][CH2:19][N:20]([CH2:36][C:33]3[S:32][C:31]([C:26]4[CH:27]=[CH:28][CH:29]=[CH:30][N:25]=4)=[N:35][CH:34]=3)[CH2:21][CH2:22]2)=[O:14])[CH:3]=1. (3) Given the reactants N#N.[CH3:3][O:4][CH2:5][C:6]1[S:10][C:9]([CH2:11][OH:12])=[N:8][CH:7]=1.CCN(CC)CC.[S:20](Cl)([CH3:23])(=[O:22])=[O:21], predict the reaction product. The product is: [CH3:23][S:20]([O:12][CH2:11][C:9]1[S:10][C:6]([CH2:5][O:4][CH3:3])=[CH:7][N:8]=1)(=[O:22])=[O:21]. (4) The product is: [C:2]1([CH:1]=[C:10]([C:9]#[N:13])[C:11]#[N:12])[CH:7]=[CH:6][CH:5]=[CH:4][CH:3]=1. Given the reactants [CH:1](=O)[C:2]1[CH:7]=[CH:6][CH:5]=[CH:4][CH:3]=1.[C:9](#[N:13])[CH2:10][C:11]#[N:12].N1CCCCC1, predict the reaction product. (5) Given the reactants Br[C:2]1[CH:3]=[N:4][CH:5]=[CH:6][C:7]=1[O:8][C:9]1[C:14]([F:15])=[CH:13][C:12]([NH:16][C:17]([C:19]2[C:20](=[O:35])[N:21]([C:28]3[CH:33]=[CH:32][C:31]([F:34])=[CH:30][CH:29]=3)[CH:22]=[CH:23][C:24]=2[O:25][CH2:26][CH3:27])=[O:18])=[C:11]([F:36])[CH:10]=1.CC1(C)C(C)(C)OB([C:45]2[CH:46]=[N:47][NH:48][CH:49]=2)O1.C(=O)([O-])[O-].[K+].[K+], predict the reaction product. The product is: [NH:47]1[CH:46]=[C:45]([C:2]2[CH:3]=[N:4][CH:5]=[CH:6][C:7]=2[O:8][C:9]2[C:14]([F:15])=[CH:13][C:12]([NH:16][C:17]([C:19]3[C:20](=[O:35])[N:21]([C:28]4[CH:33]=[CH:32][C:31]([F:34])=[CH:30][CH:29]=4)[CH:22]=[CH:23][C:24]=3[O:25][CH2:26][CH3:27])=[O:18])=[C:11]([F:36])[CH:10]=2)[CH:49]=[N:48]1. (6) Given the reactants C[C:2]([CH3:5])([O-:4])C.[K+].[F:7][C:8]1[CH:9]=[C:10]([C:15]2([CH:21]=O)[CH2:20][CH2:19][CH2:18][CH2:17][CH2:16]2)[CH:11]=[CH:12][C:13]=1[F:14].C1C[O:26][CH2:25][CH2:24]1, predict the reaction product. The product is: [F:7][C:8]1[CH:9]=[C:10]([C:15]2(/[CH:21]=[CH:24]/[C:25]([O:4][CH2:2][CH3:5])=[O:26])[CH2:16][CH2:17][CH2:18][CH2:19][CH2:20]2)[CH:11]=[CH:12][C:13]=1[F:14]. (7) The product is: [C:19]([C:18]1[CH:21]=[CH:22][C:15]([NH:14][C:7](=[O:8])[C:6]2[CH:10]=[CH:11][CH:12]=[CH:13][C:5]=2[O:4][CH:1]([CH3:3])[CH3:2])=[CH:16][C:17]=1[C:23]([F:24])([F:25])[F:26])#[N:20]. Given the reactants [CH:1]([O:4][C:5]1[CH:13]=[CH:12][CH:11]=[CH:10][C:6]=1[C:7](Cl)=[O:8])([CH3:3])[CH3:2].[NH2:14][C:15]1[CH:22]=[CH:21][C:18]([C:19]#[N:20])=[C:17]([C:23]([F:26])([F:25])[F:24])[CH:16]=1.C(N(CC)CC)C, predict the reaction product. (8) Given the reactants [CH3:1][O:2][C:3]1[CH:4]=[C:5]2[C:10](=[CH:11][CH:12]=1)[C:9](O)=[N:8][CH:7]=[C:6]2[N:14]1[CH2:19][CH2:18][NH:17][CH2:16][CH2:15]1.[CH3:20][S:21](Cl)(=[O:23])=[O:22].P(Cl)(Cl)([Cl:27])=O, predict the reaction product. The product is: [Cl:27][C:9]1[C:10]2[C:5](=[CH:4][C:3]([O:2][CH3:1])=[CH:12][CH:11]=2)[C:6]([N:14]2[CH2:19][CH2:18][N:17]([S:21]([CH3:20])(=[O:23])=[O:22])[CH2:16][CH2:15]2)=[CH:7][N:8]=1. (9) Given the reactants Br[C:2]1[CH:3]=[N:4][C:5]2[N:6]([CH:8]=[C:9]([CH2:11][O:12][C:13]3[CH:18]=[CH:17][C:16]([F:19])=[CH:15][N:14]=3)[N:10]=2)[CH:7]=1.[CH3:20][C:21]1[CH:26]=[C:25]([CH3:27])[CH:24]=[CH:23][C:22]=1B(O)O, predict the reaction product. The product is: [CH3:20][C:21]1[CH:26]=[C:25]([CH3:27])[CH:24]=[CH:23][C:22]=1[C:2]1[CH:3]=[N:4][C:5]2[N:6]([CH:8]=[C:9]([CH2:11][O:12][C:13]3[CH:18]=[CH:17][C:16]([F:19])=[CH:15][N:14]=3)[N:10]=2)[CH:7]=1.